This data is from Catalyst prediction with 721,799 reactions and 888 catalyst types from USPTO. The task is: Predict which catalyst facilitates the given reaction. (1) Reactant: [CH3:1][O:2][CH2:3][CH2:4][C:5]1[N:6]([CH2:19][CH2:20][O:21][CH2:22][CH2:23][NH:24][C:25](=[O:31])[O:26][C:27]([CH3:30])([CH3:29])[CH3:28])[C:7]2[C:16]3[CH:15]=[CH:14][CH:13]=[CH:12][C:11]=3[N+:10]([O-])=[CH:9][C:8]=2[N:18]=1.[NH4+:32].[OH-].C1(C)C=CC(S(Cl)(=O)=O)=CC=1.C(Cl)(Cl)Cl. Product: [NH2:32][C:9]1[C:8]2[N:18]=[C:5]([CH2:4][CH2:3][O:2][CH3:1])[N:6]([CH2:19][CH2:20][O:21][CH2:22][CH2:23][NH:24][C:25](=[O:31])[O:26][C:27]([CH3:30])([CH3:29])[CH3:28])[C:7]=2[C:16]2[CH:15]=[CH:14][CH:13]=[CH:12][C:11]=2[N:10]=1. The catalyst class is: 26. (2) Reactant: [F:1][C:2]([F:34])([F:33])[C:3]1[CH:4]=[C:5]([C@H:13]([O:15][C@H:16]2[O:24][CH2:23][C@@H:19]3[CH2:20][NH:21][CH2:22][C@H:18]3[C@@H:17]2[C:25]2[CH:30]=[CH:29][C:28]([F:31])=[CH:27][C:26]=2[CH3:32])[CH3:14])[CH:6]=[C:7]([C:9]([F:12])([F:11])[F:10])[CH:8]=1.C(N(CC)CC)C.Cl[C:43]([O:45][CH3:46])=[O:44]. Product: [F:34][C:2]([F:1])([F:33])[C:3]1[CH:4]=[C:5]([C@H:13]([O:15][C@H:16]2[O:24][CH2:23][C@@H:19]3[CH2:20][N:21]([C:43]([O:45][CH3:46])=[O:44])[CH2:22][C@H:18]3[C@@H:17]2[C:25]2[CH:30]=[CH:29][C:28]([F:31])=[CH:27][C:26]=2[CH3:32])[CH3:14])[CH:6]=[C:7]([C:9]([F:12])([F:10])[F:11])[CH:8]=1. The catalyst class is: 2.